The task is: Predict the reaction yield, written as a fraction of the theoretical maximum amount of product (1.0 means a 100% yield; for example, 0.34 means a 34% yield).. This data is from Reaction yield outcomes from USPTO patents with 853,638 reactions. (1) The reactants are C(OC(=O)[NH:5][C:6]1[C:11]([F:12])=[CH:10][CH:9]=[C:8]([O:13][C:14]([F:17])([F:16])[F:15])[C:7]=1[C:18]#[C:19][Si](C)(C)C)C.[OH-].[K+]. The catalyst is CC(O)(C)C. The product is [F:12][C:11]1[CH:10]=[CH:9][C:8]([O:13][C:14]([F:15])([F:16])[F:17])=[C:7]2[C:6]=1[NH:5][CH:19]=[CH:18]2. The yield is 0.910. (2) The yield is 0.540. The catalyst is CO. The reactants are [NH2:1][CH2:2][CH2:3][S:4][C:5]1[C:6]([C:13]([O:15]CC)=O)=[N:7][C:8]([O:11][CH3:12])=[N:9][CH:10]=1.C1COCC1.C[O-].[Na+]. The product is [CH3:12][O:11][C:8]1[N:9]=[CH:10][C:5]2[S:4][CH2:3][CH2:2][NH:1][C:13](=[O:15])[C:6]=2[N:7]=1. (3) The reactants are [I:1][C:2]1[CH:3]=[C:4]([CH:28]=[CH:29][CH:30]=1)[CH2:5][NH:6][C:7]1[C:12]([NH2:13])=[CH:11][N:10]=[C:9]([NH:14][CH2:15][C@@H:16]2[CH2:20][CH2:19][N:18]([C:21]([O:23][C:24]([CH3:27])([CH3:26])[CH3:25])=[O:22])[CH2:17]2)[N:8]=1.[C:31](N1C=CN=C1)(N1C=CN=C1)=[O:32]. The catalyst is C1COCC1. The product is [I:1][C:2]1[CH:3]=[C:4]([CH:28]=[CH:29][CH:30]=1)[CH2:5][N:6]1[C:31](=[O:32])[NH:13][C:12]2[C:7]1=[N:8][C:9]([NH:14][CH2:15][C@@H:16]1[CH2:20][CH2:19][N:18]([C:21]([O:23][C:24]([CH3:25])([CH3:26])[CH3:27])=[O:22])[CH2:17]1)=[N:10][CH:11]=2. The yield is 0.380. (4) The reactants are C([CH:8]1[O:16][C:15]2[C:10](=[C:11]([S:17]([NH2:20])(=[O:19])=[O:18])[CH:12]=[CH:13][CH:14]=2)[O:9]1)(OC(C)(C)C)=O.[C:21](=[O:24])([O-])[O-:22].[Cs+].[Cs+].Cl[CH2:28][CH2:29][N:30]1[CH2:35][CH2:34][O:33][CH2:32][CH2:31]1.[C:36](OCC)(=O)[CH3:36].[CH3:45][CH2:46][CH2:47][CH2:45][CH2:46][CH3:47]. The catalyst is O1CCOCC1. The product is [CH2:29]([N:30]1[CH2:35][CH2:34][O:33][CH2:32][CH2:31]1)[CH3:28].[CH2:8]1[O:16][C:15]2[C:10](=[C:11]([S:17]([NH:20][C:21]([O:22][C:46]([CH3:45])([CH3:47])[CH3:36])=[O:24])(=[O:18])=[O:19])[CH:12]=[CH:13][CH:14]=2)[O:9]1. The yield is 0.290. (5) The reactants are [OH:1][C:2]1[N:6]([C:7]2[CH:12]=[C:11]([C:13]#[N:14])[CH:10]=[CH:9][N:8]=2)[N:5]=[CH:4][CH:3]=1.[F:15][C:16]1[CH:17]=[C:18]([CH:21]=[CH:22][CH:23]=1)[CH2:19]O. No catalyst specified. The product is [F:15][C:16]1[CH:17]=[C:18]([CH:21]=[CH:22][CH:23]=1)[CH2:19][O:1][C:2]1[N:6]([C:7]2[CH:12]=[C:11]([C:13]#[N:14])[CH:10]=[CH:9][N:8]=2)[N:5]=[CH:4][CH:3]=1. The yield is 0.270.